This data is from Forward reaction prediction with 1.9M reactions from USPTO patents (1976-2016). The task is: Predict the product of the given reaction. (1) Given the reactants [C:1]([O:5][C:6](=[O:17])[NH:7][CH2:8][CH2:9][C:10]1[CH:15]=[CH:14][C:13]([NH2:16])=[CH:12][CH:11]=1)([CH3:4])([CH3:3])[CH3:2].[CH:18]([C:21]1[CH:26]=[CH:25][C:24]([S:27](Cl)(=[O:29])=[O:28])=[CH:23][CH:22]=1)([CH3:20])[CH3:19], predict the reaction product. The product is: [C:1]([O:5][C:6](=[O:17])[NH:7][CH2:8][CH2:9][C:10]1[CH:15]=[CH:14][C:13]([NH:16][S:27]([C:24]2[CH:25]=[CH:26][C:21]([CH:18]([CH3:20])[CH3:19])=[CH:22][CH:23]=2)(=[O:29])=[O:28])=[CH:12][CH:11]=1)([CH3:4])([CH3:2])[CH3:3]. (2) Given the reactants ClC1C=CC=C(Cl)[N+]=1[O-].[OH-].[Na+].C(O)CCCCCCC.ClC1C=CC=C(OCCCCCCCC)[N+]=1[O-].C([O:46][C:47]1[CH:52]=[CH:51][CH:50]=[C:49]([O:53][CH2:54][CH2:55][CH2:56][CH2:57][CH2:58][CH2:59][CH2:60][CH3:61])[N+:48]=1[O-:62])CCCCCCC, predict the reaction product. The product is: [OH:62][N:48]1[C:49]([O:53][CH2:54][CH2:55][CH2:56][CH2:57][CH2:58][CH2:59][CH2:60][CH3:61])=[CH:50][CH:51]=[CH:52][C:47]1=[O:46].